From a dataset of Forward reaction prediction with 1.9M reactions from USPTO patents (1976-2016). Predict the product of the given reaction. Given the reactants [CH3:1][N:2]1[C:10]2[C:9]([O:11][C:12]3[CH:13]=[C:14]4[C:19](=[CH:20][CH:21]=3)[C:18]([C:22]([OH:24])=O)=[CH:17][CH:16]=[CH:15]4)=[N:8][CH:7]=[N:6][C:5]=2[CH:4]=[CH:3]1.Cl.[CH2:26]([N:28]=C=NCCCN(C)C)C.ON1C2C=CC=CC=2N=N1.O1CCCC1.CN, predict the reaction product. The product is: [CH3:26][NH:28][C:22]([C:18]1[C:19]2[C:14](=[CH:13][C:12]([O:11][C:9]3[C:10]4[N:2]([CH3:1])[CH:3]=[CH:4][C:5]=4[N:6]=[CH:7][N:8]=3)=[CH:21][CH:20]=2)[CH:15]=[CH:16][CH:17]=1)=[O:24].